Dataset: Forward reaction prediction with 1.9M reactions from USPTO patents (1976-2016). Task: Predict the product of the given reaction. (1) Given the reactants [CH3:1][N:2]([CH3:17])[C:3]1[CH:8]=[CH:7][C:6]([CH:9]([C:11]2[CH:12]=[N:13][CH:14]=[CH:15][CH:16]=2)[OH:10])=[CH:5][CH:4]=1.CN1C(C(C2C=CC=CN=2)O)=CN=C1, predict the reaction product. The product is: [CH3:1][N:2]([CH3:17])[C:3]1[CH:4]=[CH:5][C:6]([C:9]([C:11]2[CH:12]=[N:13][CH:14]=[CH:15][CH:16]=2)=[O:10])=[CH:7][CH:8]=1. (2) The product is: [I:1][C:2]1[CH:3]=[C:4]([C:12]2[N:16]=[C:15]([C:17]3[CH:22]=[CH:21][C:20]([CH2:23][CH2:24][CH3:25])=[CH:19][CH:18]=3)[O:14][N:13]=2)[CH:5]=[CH:6][C:7]=1[OH:8]. Given the reactants [I:1][C:2]1[CH:3]=[C:4]([C:12]2[N:16]=[C:15]([C:17]3[CH:22]=[CH:21][C:20]([CH2:23][CH2:24][CH3:25])=[CH:19][CH:18]=3)[O:14][N:13]=2)[CH:5]=[CH:6][C:7]=1[O:8]C(C)C.ClC1C=C(C2ON=C(C3C=CC(OC(C)C)=C(I)C=3)N=2)C=CC=1OCCC, predict the reaction product. (3) Given the reactants [C:1]([O:5][C:6](=[O:13])[NH:7][CH2:8][CH2:9][N:10]=[N+:11]=[N-:12])([CH3:4])([CH3:3])[CH3:2].[C:14]([O:18][CH3:19])(=[O:17])[C:15]#[CH:16].O=C1O[C@H]([C@H](CO)O)C([O-])=C1O.[Na+], predict the reaction product. The product is: [CH3:19][O:18][C:14]([C:15]1[N:12]=[N:11][N:10]([CH2:9][CH2:8][NH:7][C:6]([O:5][C:1]([CH3:4])([CH3:2])[CH3:3])=[O:13])[CH:16]=1)=[O:17]. (4) Given the reactants C([O:5][C:6](=[O:41])[CH2:7][CH2:8][CH2:9][O:10][C:11]1[CH:16]=[C:15]([Cl:17])[C:14]([C:18]2[CH:19]=[N:20][C:21]([C:26]([F:29])([F:28])[F:27])=[CH:22][C:23]=2[C:24]#[N:25])=[CH:13][C:12]=1[C:30](=[O:40])[N:31]([CH3:39])[C:32]1[CH:37]=[CH:36][CH:35]=[CH:34][C:33]=1[CH3:38])(C)(C)C, predict the reaction product. The product is: [Cl:17][C:15]1[C:14]([C:18]2[CH:19]=[N:20][C:21]([C:26]([F:29])([F:27])[F:28])=[CH:22][C:23]=2[C:24]#[N:25])=[CH:13][C:12]([C:30](=[O:40])[N:31]([CH3:39])[C:32]2[CH:37]=[CH:36][CH:35]=[CH:34][C:33]=2[CH3:38])=[C:11]([CH:16]=1)[O:10][CH2:9][CH2:8][CH2:7][C:6]([OH:41])=[O:5]. (5) Given the reactants [Br:1][C:2]1[CH:3]=[CH:4][C:5]([OH:11])=[C:6]([C:8](=[O:10])[CH3:9])[CH:7]=1.[Cl:12][C:13]1[CH:20]=[CH:19][C:16]([CH:17]=O)=[CH:15][CH:14]=1.CCO, predict the reaction product. The product is: [Br:1][C:2]1[CH:7]=[C:6]2[C:5](=[CH:4][CH:3]=1)[O:11][CH:17]([C:16]1[CH:19]=[CH:20][C:13]([Cl:12])=[CH:14][CH:15]=1)[CH2:9][C:8]2=[O:10]. (6) The product is: [CH3:1][O:18][C:17]([C:13]1[CH:12]=[C:11]([O:10][C:9]2[CH:20]=[CH:21][CH:22]=[C:7]([NH2:6])[CH:8]=2)[CH:16]=[CH:15][N:14]=1)=[O:19]. Given the reactants [CH3:1][Si](Cl)(C)C.[NH2:6][C:7]1[CH:8]=[C:9]([CH:20]=[CH:21][CH:22]=1)[O:10][C:11]1[CH:16]=[CH:15][N:14]=[C:13]([C:17]([OH:19])=[O:18])[CH:12]=1, predict the reaction product. (7) Given the reactants [CH3:1][C@H:2]1[CH2:7][CH2:6][C@@H:5]([CH2:8][O:9]S(C)(=O)=O)[CH2:4][N:3]1[C:14]([O:16][C:17]([CH3:20])([CH3:19])[CH3:18])=[O:15].C(=O)([O-])[O-].[Cs+].[Cs+].[F:27][C:28]([F:37])([F:36])[C:29]1[CH:34]=[CH:33][C:32](O)=[CH:31][CH:30]=1.O, predict the reaction product. The product is: [CH3:1][C@H:2]1[CH2:7][CH2:6][C@@H:5]([CH2:8][O:9][C:32]2[CH:33]=[CH:34][C:29]([C:28]([F:37])([F:36])[F:27])=[CH:30][CH:31]=2)[CH2:4][N:3]1[C:14]([O:16][C:17]([CH3:20])([CH3:19])[CH3:18])=[O:15].